This data is from Reaction yield outcomes from USPTO patents with 853,638 reactions. The task is: Predict the reaction yield, written as a fraction of the theoretical maximum amount of product (1.0 means a 100% yield; for example, 0.34 means a 34% yield). (1) The reactants are [Si:1]([O:8][CH2:9][CH2:10][N:11]1[CH2:16][CH2:15][N:14](C(OCC2C=CC=CC=2)=O)[CH2:13][CH2:12]1)([C:4]([CH3:7])([CH3:6])[CH3:5])([CH3:3])[CH3:2]. The catalyst is CO.[Pd]. The product is [Si:1]([O:8][CH2:9][CH2:10][N:11]1[CH2:16][CH2:15][NH:14][CH2:13][CH2:12]1)([C:4]([CH3:7])([CH3:5])[CH3:6])([CH3:3])[CH3:2]. The yield is 0.880. (2) The reactants are C[O:2][C:3](=[O:24])[CH:4]([C:11]1[CH:16]=[CH:15][C:14]([S:17]([CH3:20])(=[O:19])=[O:18])=[C:13]([N+:21]([O-:23])=[O:22])[CH:12]=1)[CH2:5][CH:6]1[CH2:10][CH2:9][CH2:8][CH2:7]1.[OH-].[Li+]. The catalyst is O1CCCC1. The product is [CH:6]1([CH2:5][CH:4]([C:11]2[CH:16]=[CH:15][C:14]([S:17]([CH3:20])(=[O:19])=[O:18])=[C:13]([N+:21]([O-:23])=[O:22])[CH:12]=2)[C:3]([OH:24])=[O:2])[CH2:10][CH2:9][CH2:8][CH2:7]1. The yield is 0.870. (3) The reactants are [CH3:1][O:2][C:3](=[O:13])[C:4]1[CH:9]=[CH:8][C:7]([C:10](=[O:12])[CH3:11])=[CH:6][CH:5]=1.[Br:14]Br. The catalyst is C(O)(=O)C. The product is [CH3:1][O:2][C:3](=[O:13])[C:4]1[CH:9]=[CH:8][C:7]([C:10](=[O:12])[CH2:11][Br:14])=[CH:6][CH:5]=1. The yield is 0.550. (4) The reactants are C[O:2][C:3](=[O:33])[C@H:4]([CH2:29][CH2:30][S:31][CH3:32])[NH:5][C:6](=[O:28])[C:7]1[CH:12]=[CH:11][C:10]([CH2:13][O:14][C:15]2[CH:16]=[N:17][CH:18]=[CH:19][CH:20]=2)=[CH:9][C:8]=1[C:21]1[CH:26]=[CH:25][CH:24]=[CH:23][C:22]=1[CH3:27].[Li+].[OH-]. The catalyst is C1COCC1. The product is [N:17]1[CH:18]=[CH:19][CH:20]=[C:15]([O:14][CH2:13][C:10]2[CH:11]=[CH:12][C:7]([C:6]([NH:5][C@H:4]([C:3]([OH:33])=[O:2])[CH2:29][CH2:30][S:31][CH3:32])=[O:28])=[C:8]([C:21]3[CH:26]=[CH:25][CH:24]=[CH:23][C:22]=3[CH3:27])[CH:9]=2)[CH:16]=1. The yield is 0.840. (5) The reactants are C[O:2][C:3](=[O:40])[C:4]1[CH:9]=[CH:8][C:7]([NH:10][C:11]([C@H:13]2[C@H:17]([C:18]3[CH:23]=[CH:22][CH:21]=[C:20]([Cl:24])[C:19]=3[F:25])[C@:16]([C:28]3[CH:33]=[CH:32][C:31]([Cl:34])=[CH:30][CH:29]=3)([C:26]#[N:27])[C@H:15]([CH2:35][C:36]([CH3:39])([CH3:38])[CH3:37])[NH:14]2)=[O:12])=[CH:6][CH:5]=1.[OH-].[Na+].CO.Cl. The catalyst is O1CCCC1. The product is [Cl:24][C:20]1[C:19]([F:25])=[C:18]([C@@H:17]2[C@:16]([C:28]3[CH:29]=[CH:30][C:31]([Cl:34])=[CH:32][CH:33]=3)([C:26]#[N:27])[C@H:15]([CH2:35][C:36]([CH3:39])([CH3:38])[CH3:37])[NH:14][C@H:13]2[C:11]([NH:10][C:7]2[CH:6]=[CH:5][C:4]([C:3]([OH:40])=[O:2])=[CH:9][CH:8]=2)=[O:12])[CH:23]=[CH:22][CH:21]=1. The yield is 0.860. (6) The reactants are [Cl:1][C:2]1[C:3]([O:12][C:13]2[CH:18]=[C:17]([O:19][CH2:20][CH2:21][O:22][CH3:23])[CH:16]=[CH:15][C:14]=2[CH2:24]O)=[N:4][CH:5]=[C:6]([C:8]([F:11])([F:10])[F:9])[CH:7]=1.N1C=CC=CC=1.S(Cl)([Cl:34])=O.O. The catalyst is O1CCCC1.C(OCC)C. The product is [Cl:1][C:2]1[C:3]([O:12][C:13]2[CH:18]=[C:17]([O:19][CH2:20][CH2:21][O:22][CH3:23])[CH:16]=[CH:15][C:14]=2[CH2:24][Cl:34])=[N:4][CH:5]=[C:6]([C:8]([F:11])([F:10])[F:9])[CH:7]=1. The yield is 0.770. (7) The reactants are [CH:1]([N:14]1[CH2:17][CH:16]([CH:18](OC)[C:19]2[C:27]3[C:22](=[CH:23][CH:24]=[C:25]([C:28]#[N:29])[CH:26]=3)[NH:21][CH:20]=2)[CH2:15]1)([C:8]1[CH:13]=[CH:12][CH:11]=[CH:10][CH:9]=1)[C:2]1[CH:7]=[CH:6][CH:5]=[CH:4][CH:3]=1.C([SiH](CC)CC)C.FC(F)(F)C(O)=O.[OH-].[NH4+]. The catalyst is C(Cl)Cl. The product is [CH:1]([N:14]1[CH2:15][CH:16]([CH2:18][C:19]2[C:27]3[C:22](=[CH:23][CH:24]=[C:25]([C:28]#[N:29])[CH:26]=3)[NH:21][CH:20]=2)[CH2:17]1)([C:2]1[CH:3]=[CH:4][CH:5]=[CH:6][CH:7]=1)[C:8]1[CH:13]=[CH:12][CH:11]=[CH:10][CH:9]=1. The yield is 0.860. (8) The reactants are [NH:1]1[C:9]2[C:4](=[CH:5][CH:6]=[CH:7][CH:8]=2)[C:3]2([CH2:13][CH2:12][CH2:11][CH2:10]2)[C:2]1=[O:14].Cl.Cl[CH2:17][C:18]1[N:22]([CH2:23][CH2:24][CH:25]([CH3:27])[CH3:26])[C:21]2[CH:28]=[CH:29][CH:30]=[CH:31][C:20]=2[N:19]=1. No catalyst specified. The product is [CH2:23]([N:22]1[C:21]2[CH:28]=[CH:29][CH:30]=[CH:31][C:20]=2[N:19]=[C:18]1[CH2:17][N:1]1[C:9]2[C:4](=[CH:5][CH:6]=[CH:7][CH:8]=2)[C:3]2([CH2:13][CH2:12][CH2:11][CH2:10]2)[C:2]1=[O:14])[CH2:24][CH:25]([CH3:27])[CH3:26]. The yield is 0.150. (9) The reactants are Cl[C:2](=[O:8])[C:3]([O:5][CH2:6][CH3:7])=[O:4].[Br-].[F:10][C:11]1[CH:18]=[CH:17][C:14]([CH2:15][Zn+])=[CH:13][CH:12]=1. The catalyst is O1CCCC1.Cl[Pd](Cl)([P](C1C=CC=CC=1)(C1C=CC=CC=1)C1C=CC=CC=1)[P](C1C=CC=CC=1)(C1C=CC=CC=1)C1C=CC=CC=1. The product is [F:10][C:11]1[CH:18]=[CH:17][C:14]([CH2:15][C:2](=[O:8])[C:3]([O:5][CH2:6][CH3:7])=[O:4])=[CH:13][CH:12]=1. The yield is 0.340. (10) The reactants are [CH2:1]([N:6]([CH2:28][CH2:29][CH:30]([CH3:32])[CH3:31])[C:7]([C:9]1[CH:14]=[CH:13][N:12]2[N:15]=[C:16]([C:23]([O:25]CC)=[O:24])[C:17](C(OCC)=O)=[C:11]2[CH:10]=1)=[O:8])[CH2:2][CH:3]([CH3:5])[CH3:4].S(=O)(=O)(O)O. No catalyst specified. The product is [CH2:28]([N:6]([CH2:1][CH2:2][CH:3]([CH3:5])[CH3:4])[C:7]([C:9]1[CH:14]=[CH:13][N:12]2[N:15]=[C:16]([C:23]([OH:25])=[O:24])[CH:17]=[C:11]2[CH:10]=1)=[O:8])[CH2:29][CH:30]([CH3:32])[CH3:31]. The yield is 0.980.